From a dataset of NCI-60 drug combinations with 297,098 pairs across 59 cell lines. Regression. Given two drug SMILES strings and cell line genomic features, predict the synergy score measuring deviation from expected non-interaction effect. (1) Drug 1: C1CCC(C(C1)N)N.C(=O)(C(=O)[O-])[O-].[Pt+4]. Drug 2: C(CN)CNCCSP(=O)(O)O. Synergy scores: CSS=3.24, Synergy_ZIP=1.73, Synergy_Bliss=2.83, Synergy_Loewe=-15.6, Synergy_HSA=-4.40. Cell line: HOP-62. (2) Drug 1: COC1=C(C=C2C(=C1)N=CN=C2NC3=CC(=C(C=C3)F)Cl)OCCCN4CCOCC4. Drug 2: CNC(=O)C1=NC=CC(=C1)OC2=CC=C(C=C2)NC(=O)NC3=CC(=C(C=C3)Cl)C(F)(F)F. Cell line: HOP-92. Synergy scores: CSS=34.1, Synergy_ZIP=-7.40, Synergy_Bliss=-2.44, Synergy_Loewe=-1.54, Synergy_HSA=-0.974. (3) Drug 1: CC1C(C(CC(O1)OC2CC(OC(C2O)C)OC3=CC4=CC5=C(C(=O)C(C(C5)C(C(=O)C(C(C)O)O)OC)OC6CC(C(C(O6)C)O)OC7CC(C(C(O7)C)O)OC8CC(C(C(O8)C)O)(C)O)C(=C4C(=C3C)O)O)O)O. Drug 2: CN(CCCl)CCCl.Cl. Cell line: COLO 205. Synergy scores: CSS=33.3, Synergy_ZIP=2.36, Synergy_Bliss=3.59, Synergy_Loewe=-11.3, Synergy_HSA=-0.319. (4) Drug 1: C1CCC(C1)C(CC#N)N2C=C(C=N2)C3=C4C=CNC4=NC=N3. Drug 2: COCCOC1=C(C=C2C(=C1)C(=NC=N2)NC3=CC=CC(=C3)C#C)OCCOC.Cl. Cell line: HOP-92. Synergy scores: CSS=16.8, Synergy_ZIP=2.14, Synergy_Bliss=5.37, Synergy_Loewe=6.26, Synergy_HSA=6.22. (5) Drug 1: CC(C1=C(C=CC(=C1Cl)F)Cl)OC2=C(N=CC(=C2)C3=CN(N=C3)C4CCNCC4)N. Drug 2: CC1=C(C=C(C=C1)NC(=O)C2=CC=C(C=C2)CN3CCN(CC3)C)NC4=NC=CC(=N4)C5=CN=CC=C5. Cell line: HCT116. Synergy scores: CSS=24.2, Synergy_ZIP=-3.48, Synergy_Bliss=2.58, Synergy_Loewe=-5.73, Synergy_HSA=0.356.